This data is from Reaction yield outcomes from USPTO patents with 853,638 reactions. The task is: Predict the reaction yield, written as a fraction of the theoretical maximum amount of product (1.0 means a 100% yield; for example, 0.34 means a 34% yield). The reactants are [Br:1][C:2]1[CH:14]=[C:13]2[C:5]([C:6]3[CH:7]=[CH:8][C:9](C(OC)=O)=[CH:10][C:11]=3[NH:12]2)=[C:4]([C:19]#[N:20])[CH:3]=1.[CH3:21][Li].C(OC[O:27][CH2:28][CH3:29])C. The catalyst is O1CCCC1. The product is [Br:1][C:2]1[CH:3]=[C:4]([C:19]#[N:20])[C:5]2[C:6]3[C:11](=[CH:10][C:9]([C:28]([OH:27])([CH3:29])[CH3:21])=[CH:8][CH:7]=3)[NH:12][C:13]=2[CH:14]=1. The yield is 0.980.